Dataset: Full USPTO retrosynthesis dataset with 1.9M reactions from patents (1976-2016). Task: Predict the reactants needed to synthesize the given product. (1) Given the product [Cl:13][S:14]([C:5]1[C:4]([CH3:7])=[C:3]([C:8]([O:10][CH2:11][CH3:12])=[O:9])[N:2]([CH3:1])[CH:6]=1)(=[O:16])=[O:15], predict the reactants needed to synthesize it. The reactants are: [CH3:1][N:2]1[CH:6]=[CH:5][C:4]([CH3:7])=[C:3]1[C:8]([O:10][CH2:11][CH3:12])=[O:9].[Cl:13][S:14](O)(=[O:16])=[O:15]. (2) Given the product [ClH:1].[NH2:22][CH2:21][CH2:20][C:19]1[CH:30]=[CH:31][C:16]([C:5]2[C:6]3[C:7]4[CH:15]=[CH:14][S:13][C:8]=4[C:9](=[O:12])[NH:10][C:11]=3[C:2]([Cl:1])=[CH:3][C:4]=2[OH:33])=[CH:17][C:18]=1[F:32], predict the reactants needed to synthesize it. The reactants are: [Cl:1][C:2]1[C:11]2[NH:10][C:9](=[O:12])[C:8]3[S:13][CH:14]=[CH:15][C:7]=3[C:6]=2[C:5]([C:16]2[CH:31]=[CH:30][C:19]([CH2:20][CH2:21][NH:22]C(=O)OC(C)(C)C)=[C:18]([F:32])[CH:17]=2)=[C:4]([O:33]C)[CH:3]=1.B(Br)(Br)Br. (3) Given the product [Si:5]([O:8][C@H:9]1[C:10](=[CH2:23])[C@H:11]([CH2:26][OH:27])[CH2:12][C@H:13]([OH:15])[CH2:14]1)([C:1]([CH3:2])([CH3:3])[CH3:4])([CH3:6])[CH3:7], predict the reactants needed to synthesize it. The reactants are: [C:1]([Si:5]([O:8][C@@H:9]1[CH2:14][C@@H:13]([O:15][Si](CC)(CC)CC)[CH2:12][CH:11]=[C:10]1[CH2:23]I)([CH3:7])[CH3:6])([CH3:4])([CH3:3])[CH3:2].[In].[CH2:26]=[O:27]. (4) The reactants are: [F:1][C:2]1[CH:10]=[C:9]([OH:11])[CH:8]=[CH:7][C:3]=1[C:4]([OH:6])=[O:5].Br[CH:13]([Cl:16])[CH2:14][CH3:15].C(=O)([O-])[O-].[K+].[K+]. Given the product [Cl:16][CH2:13][CH2:14][CH2:15][O:11][C:9]1[CH:8]=[CH:7][C:3]([C:4]([O:6][CH2:15][CH2:14][CH2:13][Cl:16])=[O:5])=[C:2]([F:1])[CH:10]=1, predict the reactants needed to synthesize it. (5) Given the product [CH3:26][N:27]1[CH2:32][CH2:31][N:30]([CH:14]=[O:15])[CH2:29][CH2:28]1, predict the reactants needed to synthesize it. The reactants are: ClC1N=C(N2CCOCC2)C2SC(C3C=C(C=CC=3)[C:14](O)=[O:15])=CC=2N=1.[CH3:26][N:27]1[CH2:32][CH2:31][NH:30][CH2:29][CH2:28]1. (6) Given the product [Br:1][C:2]1[CH:3]=[C:4]([CH:7]=[CH:8][C:9]=1[O:10][CH2:12][CH:13]1[CH2:15][CH2:14]1)[CH:5]=[O:6], predict the reactants needed to synthesize it. The reactants are: [Br:1][C:2]1[CH:3]=[C:4]([CH:7]=[CH:8][C:9]=1[OH:10])[CH:5]=[O:6].Br[CH2:12][CH:13]1[CH2:15][CH2:14]1.